From a dataset of Full USPTO retrosynthesis dataset with 1.9M reactions from patents (1976-2016). Predict the reactants needed to synthesize the given product. (1) The reactants are: Cl.Cl.Cl.[NH2:4][CH2:5][C:6]1[O:7][C:8]([CH2:12][NH:13][C:14]([C:16]2[CH:20]=[C:19]([NH:21][C:22](=[O:32])[C:23]3[CH:28]=[C:27]([F:29])[C:26]([F:30])=[CH:25][C:24]=3[Cl:31])[NH:18][N:17]=2)=[O:15])=[C:9]([CH3:11])[N:10]=1.C(N(CC)CC)C.[C:40]1([CH3:50])[CH:45]=[CH:44][C:43]([S:46](Cl)(=[O:48])=[O:47])=[CH:42][CH:41]=1. Given the product [CH3:11][C:9]1[N:10]=[C:6]([CH2:5][NH:4][S:46]([C:43]2[CH:44]=[CH:45][C:40]([CH3:50])=[CH:41][CH:42]=2)(=[O:48])=[O:47])[O:7][C:8]=1[CH2:12][NH:13][C:14]([C:16]1[CH:20]=[C:19]([NH:21][C:22](=[O:32])[C:23]2[CH:28]=[C:27]([F:29])[C:26]([F:30])=[CH:25][C:24]=2[Cl:31])[NH:18][N:17]=1)=[O:15], predict the reactants needed to synthesize it. (2) Given the product [F:9][C:8]([F:11])([F:10])[CH2:7][NH:14][C:15]1[CH:20]=[CH:19][CH:18]=[CH:17][CH:16]=1, predict the reactants needed to synthesize it. The reactants are: FC(F)(F)S(O[CH2:7][C:8]([F:11])([F:10])[F:9])(=O)=O.[NH2:14][C:15]1[CH:20]=[CH:19][CH:18]=[CH:17][CH:16]=1. (3) Given the product [CH3:1][O:2][C:3]1[CH:18]=[CH:17][CH:16]=[CH:15][C:4]=1[CH2:5][N:6]1[C:7]2[C:8](=[CH:11][CH:12]=[CH:13][N:14]=2)[CH:9]=[C:20]([C:21]([O:23][CH2:24][CH3:25])=[O:22])[C:19]1=[O:26], predict the reactants needed to synthesize it. The reactants are: [CH3:1][O:2][C:3]1[CH:18]=[CH:17][CH:16]=[CH:15][C:4]=1[CH2:5][NH:6][C:7]1[N:14]=[CH:13][CH:12]=[CH:11][C:8]=1[CH:9]=O.[C:19](OCC)(=[O:26])[CH2:20][C:21]([O:23][CH2:24][CH3:25])=[O:22].N1CCCCC1. (4) Given the product [C:1]([C:5]1[O:9][N:8]=[C:7]([NH:10][C:11](=[O:12])[C:13]([CH3:15])([S:16][CH2:17][CH:18]2[CH2:25][CH2:26][CH2:22][O:23]2)[CH3:14])[CH:6]=1)([CH3:4])([CH3:3])[CH3:2], predict the reactants needed to synthesize it. The reactants are: [C:1]([C:5]1[O:9][N:8]=[C:7]([NH:10][C:11]([C:13]([S:16][C:17](=O)[CH3:18])([CH3:15])[CH3:14])=[O:12])[CH:6]=1)([CH3:4])([CH3:3])[CH3:2].BrC[CH:22]1[CH2:26][CH2:25]C[O:23]1.[O-]CC.[Na+].